From a dataset of NCI-60 drug combinations with 297,098 pairs across 59 cell lines. Regression. Given two drug SMILES strings and cell line genomic features, predict the synergy score measuring deviation from expected non-interaction effect. (1) Drug 2: CC1C(C(=O)NC(C(=O)N2CCCC2C(=O)N(CC(=O)N(C(C(=O)O1)C(C)C)C)C)C(C)C)NC(=O)C3=C4C(=C(C=C3)C)OC5=C(C(=O)C(=C(C5=N4)C(=O)NC6C(OC(=O)C(N(C(=O)CN(C(=O)C7CCCN7C(=O)C(NC6=O)C(C)C)C)C)C(C)C)C)N)C. Synergy scores: CSS=-0.509, Synergy_ZIP=0.179, Synergy_Bliss=4.24, Synergy_Loewe=3.73, Synergy_HSA=3.26. Drug 1: CC1=C(C=C(C=C1)NC2=NC=CC(=N2)N(C)C3=CC4=NN(C(=C4C=C3)C)C)S(=O)(=O)N.Cl. Cell line: UACC-257. (2) Drug 1: C1CN(CCN1C(=O)CCBr)C(=O)CCBr. Drug 2: CC1=C(C(=O)C2=C(C1=O)N3CC4C(C3(C2COC(=O)N)OC)N4)N. Cell line: HL-60(TB). Synergy scores: CSS=76.6, Synergy_ZIP=-0.470, Synergy_Bliss=-1.19, Synergy_Loewe=-0.817, Synergy_HSA=2.51. (3) Drug 1: C1CN1P(=S)(N2CC2)N3CC3. Drug 2: C1CN1C2=NC(=NC(=N2)N3CC3)N4CC4. Cell line: SF-539. Synergy scores: CSS=57.5, Synergy_ZIP=-1.97, Synergy_Bliss=1.59, Synergy_Loewe=-18.5, Synergy_HSA=3.78. (4) Drug 1: CC12CCC3C(C1CCC2O)C(CC4=C3C=CC(=C4)O)CCCCCCCCCS(=O)CCCC(C(F)(F)F)(F)F. Drug 2: C1=NC2=C(N=C(N=C2N1C3C(C(C(O3)CO)O)F)Cl)N. Cell line: UACC-257. Synergy scores: CSS=-1.88, Synergy_ZIP=1.94, Synergy_Bliss=2.16, Synergy_Loewe=-2.01, Synergy_HSA=-1.70. (5) Drug 1: CCC1=C2CN3C(=CC4=C(C3=O)COC(=O)C4(CC)O)C2=NC5=C1C=C(C=C5)O. Drug 2: CCN(CC)CCCC(C)NC1=C2C=C(C=CC2=NC3=C1C=CC(=C3)Cl)OC. Cell line: SK-MEL-5. Synergy scores: CSS=43.0, Synergy_ZIP=-2.12, Synergy_Bliss=-7.92, Synergy_Loewe=-77.7, Synergy_HSA=-7.51. (6) Drug 1: CS(=O)(=O)C1=CC(=C(C=C1)C(=O)NC2=CC(=C(C=C2)Cl)C3=CC=CC=N3)Cl. Drug 2: C1=CC=C(C(=C1)C(C2=CC=C(C=C2)Cl)C(Cl)Cl)Cl. Cell line: SK-OV-3. Synergy scores: CSS=12.8, Synergy_ZIP=-0.716, Synergy_Bliss=8.32, Synergy_Loewe=7.58, Synergy_HSA=7.59.